From a dataset of Full USPTO retrosynthesis dataset with 1.9M reactions from patents (1976-2016). Predict the reactants needed to synthesize the given product. (1) Given the product [F:54][C:52]1[CH:51]=[C:50]([C@@H:55]([CH:67]2[CH2:72][CH2:71][N:70]([S:73]([CH3:76])(=[O:74])=[O:75])[CH2:69][CH2:68]2)[CH2:56][CH2:57][N:58]2[CH2:63][CH2:62][CH:61]([N:64]([CH2:65][CH3:66])[C:13](=[O:15])/[CH:12]=[CH:11]/[CH:8]3[CH2:7][CH2:6][N:5]([S:2]([CH3:1])(=[O:3])=[O:4])[CH2:10][CH2:9]3)[CH2:60][CH2:59]2)[CH:49]=[C:48]([F:47])[CH:53]=1, predict the reactants needed to synthesize it. The reactants are: [CH3:1][S:2]([N:5]1[CH2:10][CH2:9][CH:8](/[CH:11]=[CH:12]/[C:13]([OH:15])=O)[CH2:7][CH2:6]1)(=[O:4])=[O:3].CN(C(ON1N=NC2C=CC=NC1=2)=[N+](C)C)C.F[P-](F)(F)(F)(F)F.C(N(CC)CC)C.[F:47][C:48]1[CH:49]=[C:50]([C@@H:55]([CH:67]2[CH2:72][CH2:71][N:70]([S:73]([CH3:76])(=[O:75])=[O:74])[CH2:69][CH2:68]2)[CH2:56][CH2:57][N:58]2[CH2:63][CH2:62][CH:61]([NH:64][CH2:65][CH3:66])[CH2:60][CH2:59]2)[CH:51]=[C:52]([F:54])[CH:53]=1. (2) The reactants are: [Cl:1][C:2]1[N:12]=[CH:11][C:10]2[O:9][CH2:8][CH2:7][N:6]3[CH:13]=[C:14](I)[N:15]=[C:5]3[C:4]=2[CH:3]=1.C[Si](C)(C)N[Si](C)(C)C.C[N:27](C)[CH:28]=[O:29]. Given the product [Cl:1][C:2]1[N:12]=[CH:11][C:10]2[O:9][CH2:8][CH2:7][N:6]3[CH:13]=[C:14]([C:28]([NH2:27])=[O:29])[N:15]=[C:5]3[C:4]=2[CH:3]=1, predict the reactants needed to synthesize it. (3) Given the product [C:35]([C:39]1[CH:40]=[CH:41][C:42]([N:43]2[CH:9]([C:10]3[CH:15]=[CH:14][C:13]([Cl:16])=[C:12]([N+:17]([O-:19])=[O:18])[CH:11]=3)[CH2:8][CH2:7][CH:6]2[C:25]2[CH:30]=[CH:29][C:28]([Cl:31])=[C:27]([N+:32]([O-:34])=[O:33])[CH:26]=2)=[CH:44][CH:45]=1)([CH3:38])([CH3:36])[CH3:37], predict the reactants needed to synthesize it. The reactants are: CS(O[CH:6]([C:25]1[CH:30]=[CH:29][C:28]([Cl:31])=[C:27]([N+:32]([O-:34])=[O:33])[CH:26]=1)[CH2:7][CH2:8][CH:9](OS(C)(=O)=O)[C:10]1[CH:15]=[CH:14][C:13]([Cl:16])=[C:12]([N+:17]([O-:19])=[O:18])[CH:11]=1)(=O)=O.[C:35]([C:39]1[CH:45]=[CH:44][C:42]([NH2:43])=[CH:41][CH:40]=1)([CH3:38])([CH3:37])[CH3:36].O.